From a dataset of Peptide-MHC class I binding affinity with 185,985 pairs from IEDB/IMGT. Regression. Given a peptide amino acid sequence and an MHC pseudo amino acid sequence, predict their binding affinity value. This is MHC class I binding data. (1) The peptide sequence is ETIEILRNYL. The MHC is HLA-A02:06 with pseudo-sequence HLA-A02:06. The binding affinity (normalized) is 1.00. (2) The peptide sequence is EVFYFGKFNI. The MHC is HLA-A02:01 with pseudo-sequence HLA-A02:01. The binding affinity (normalized) is 0.214.